From a dataset of Experimentally validated miRNA-target interactions with 360,000+ pairs, plus equal number of negative samples. Binary Classification. Given a miRNA mature sequence and a target amino acid sequence, predict their likelihood of interaction. (1) The miRNA is hsa-miR-4650-5p with sequence UCAGGCCUCUUUCUACCUU. The protein sequence of the target gene is MDDPKSEQQRILRRHQRERQELQAQIRSLKNSVPKTDKTKRKQLLQDVARMEAEMAQKHRQELEKFQDDSSIESVVEDLAKMNLENRPPRSSKAHRKRERMESEERERQESIFQAEMSEHLAGFKREEEEKLAAILGARGLEMKAIPADGHCMYRAIQDQLVFSVSVEMLRCRTASYMKKHVDEFLPFFSNPETSDSFGYDDFMIYCDNIVRTTAWGGQLELRALSHVLKTPIEVIQADSPTLIIGEEYVKKPIILVYLRYAYSLGEHYNSVTPLEAGAAGGVLPRLL. Result: 0 (no interaction). (2) The miRNA is hsa-miR-5000-3p with sequence UCAGGACACUUCUGAACUUGGA. The protein sequence of the target gene is MSASLSRAAAALLRWGRSAGGGGLPGAGVRAASSGGQAEQLDALVKKDKVVVFLKGTPEQPQCGFSNAVVQILRLHGVRDYAAYNVLDDPELRQGIKDYSNWPTIPQVYLNGEFVGGCDILLQMHQNGDLVEELKKLGIRSALVDEKDQDSK. Result: 0 (no interaction). (3) The miRNA is hsa-miR-6838-3p with sequence AAGUCCUGCUUCUGUUGCAG. The protein sequence of the target gene is MCASVKYNIRGPALIPRMKTKHRIYYITLFSIVLLGLIATGMFQFWPHSIESSNDWNVEKRSIRDVPVVRLPADSPIPERGDLSCRMHTCFDVYRCGFNPKNKIKVYIYALKKYVDDFGVSVSNTISREYNELLMAISDSDYYTDDINRACLFVPSIDVLNQNTLRIKETAQAMAQLSRWDRGTNHLLFNMLPGGPPDYNTALDVPRDRALLAGGGFSTWTYRQGYDVSIPVYSPLSAEVDLPEKGPGPRQYFLLSSQVGLHPEYREDLEALQVKHGESVLVLDKCTNLSEGVLSVRKRC.... Result: 0 (no interaction). (4) The miRNA is hsa-miR-3145-3p with sequence AGAUAUUUUGAGUGUUUGGAAUUG. The protein sequence of the target gene is MAANSTSDLHTPGTQLSVADIIVITVYFALNVAVGIWSSCRASRNTVNGYFLAGRDMTWWPIGASLFASSEGSGLFIGLAGSGAAGGLAVAGFEWNATYVLLALAWVFVPIYISSEIVTLPEYIQKRYGGQRIRMYLSVLSLLLSVFTKISLDLYAGALFVHICLGWNFYLSTILTLGITALYTIAGGLAAVIYTDALQTLIMVVGAVILTIKAFDQIGGYGQLEAAYAQAIPSRTIANTTCHLPRTDAMHMFRDPHTGDLPWTGMTFGLTIMATWYWCTDQVIVQRSLSARDLNHAKAG.... Result: 0 (no interaction). (5) The miRNA is mmu-miR-5135 with sequence AGGUCUAGGUGGCAAGGGCGUCCU. The protein sequence of the target gene is MMRLRGSAMLRELLLRPPAAVGAVLRRAQPLGTLCRRPRGGSRPTAGLVAAARLHPWWGGGGRAKGPGAGGLSSSPSEILQELGKGGTPPQQQQQQQQQPGASPPAAPGPKDSPGETDAFGNSEGKEMVAAGDNKIKQGLLPSLEDLLFYTIAEGQEKIPVHKFITALKSTGLRTSDPRLKECMDMLRLTLQTTSDGVMLDKDLFKKCVQSNIVLLTQAFRRKFVIPDFMSFTSHIDELYESAKKQSGGKVADYIPQLAKFSPDLWGVSVCTVDGQRHSIGDTKVPFCLQSCVKPLKYAI.... Result: 1 (interaction). (6) The miRNA is cel-miR-359 with sequence UCACUGGUCUUUCUCUGACGAA. The protein sequence of the target gene is MAMSELGTRKPSDGTVSHLLNVVESELQAGREKGDPTEKQLQIILEDAPLWQRFKEVTNEMIVTKNGRRMFPVLKISVTGLDPNAMYSLLLDFVPTDSHRWKYVNGEWVPAGKPEVSSHSCVYIHPDSPNFGAHWMKAPISFSKVKLTNKLNGGGQIMLNSLHKYEPQVHIVRVGSAHRMVTNCSFPETQFIAVTAYQNEEITALKIKYNPFAKAFLDAKERNHLRDVPEAISESQHVTYSHLGGWIFSNPDGVCTAGNSNYQYAAPLPLPAPHTHHGCEHYSGLRGHRQAPYPSAYMHR.... Result: 0 (no interaction). (7) The miRNA is hsa-miR-7977 with sequence UUCCCAGCCAACGCACCA. The protein sequence of the target gene is MWAPRCRRFWSRWEQVAALLLLLLLLGVPPRSLALPPIRYSHAGICPNDMNPNLWVDAQSTCRRECETDQECETYEKCCPNVCGTKSCVAARYMDVKGKKGPVGMPKEATCDHFMCLQQGSECDIWDGQPVCKCKDRCEKEPSFTCASDGLTYYNRCYMDAEACSKGITLAVVTCRYHFTWPNTSPPPPETTMHPTTASPETPELDMAAPALLNNPVHQSVTMGETVSFLCDVVGRPRPEITWEKQLEDRENVVMRPNHVRGNVVVTNIAQLVIYNAQLQDAGIYTCTARNVAGVLRADF.... Result: 0 (no interaction). (8) The miRNA is hsa-miR-372-3p with sequence AAAGUGCUGCGACAUUUGAGCGU. The protein sequence of the target gene is MEAPPVTMMPVTGGTINMMEYLLQGSVLDHSLESLIHRLRGLCDNMEPETFLDHEMVFLLKGQQASPFVLRARRSMDRAGAPWHLRYLGQPEMGDKNRHALVRNCVDIATSENLTDFLMEMGFRMDHEFVAKGHLFRKGIMKIMVYKIFRILVPGNTDSTEALSLSYLVELSVVAPAGQDMVSDDMKNFAEQLKPLVHLEKIDPKRLM. Result: 1 (interaction).